Dataset: Forward reaction prediction with 1.9M reactions from USPTO patents (1976-2016). Task: Predict the product of the given reaction. (1) Given the reactants [OH:1][C:2]1[C:3]([CH3:8])=[N:4][CH:5]=[CH:6][CH:7]=1.CCN(C(C)C)C(C)C.[CH3:18][O:19][CH2:20]Cl, predict the reaction product. The product is: [CH3:18][O:19][CH2:20][O:1][C:2]1[C:3]([CH3:8])=[N:4][CH:5]=[CH:6][CH:7]=1. (2) Given the reactants [C:1]([N:4]1[C:12]2[C:7](=[CH:8][CH:9]=[C:10]([NH2:13])[CH:11]=2)[CH2:6][CH2:5]1)(=[O:3])[CH3:2].[F:14][C:15]([F:33])([F:32])[C:16]([C:19]1[CH:28]=[CH:27][C:26]2[CH2:25][C@H:24]([C:29](O)=[O:30])[CH2:23][CH2:22][C:21]=2[N:20]=1)([CH3:18])[CH3:17].CN(C(ON1N=NC2C=CC=NC1=2)=[N+](C)C)C.F[P-](F)(F)(F)(F)F.C(N(CC)C(C)C)(C)C, predict the reaction product. The product is: [C:1]([N:4]1[C:12]2[C:7](=[CH:8][CH:9]=[C:10]([NH:13][C:29]([CH:24]3[CH2:23][CH2:22][C:21]4[N:20]=[C:19]([C:16]([CH3:18])([CH3:17])[C:15]([F:33])([F:32])[F:14])[CH:28]=[CH:27][C:26]=4[CH2:25]3)=[O:30])[CH:11]=2)[CH2:6][CH2:5]1)(=[O:3])[CH3:2]. (3) Given the reactants [Br:1][C:2]1[CH:7]=[CH:6][C:5]([CH2:8][C:9](=[O:12])[CH2:10][CH3:11])=[CH:4][CH:3]=1.[BH4-].[Na+], predict the reaction product. The product is: [Br:1][C:2]1[CH:3]=[CH:4][C:5]([CH2:8][CH:9]([OH:12])[CH2:10][CH3:11])=[CH:6][CH:7]=1. (4) Given the reactants Cl[C:2]1[N:7]=[CH:6][C:5]([C:8]2[N:12]([CH3:13])[N:11]=[C:10]([C:14]([NH:16][C:17]3[C:22]([F:23])=[CH:21][CH:20]=[CH:19][C:18]=3[F:24])=[O:15])[CH:9]=2)=[C:4]([O:25][CH3:26])[CH:3]=1.[OH-].[K+].Cl.C([O-])(O)=[O:31].[Na+], predict the reaction product. The product is: [F:24][C:18]1[CH:19]=[CH:20][CH:21]=[C:22]([F:23])[C:17]=1[NH:16][C:14]([C:10]1[CH:9]=[C:8]([C:5]2[CH:6]=[N:7][C:2]([OH:31])=[CH:3][C:4]=2[O:25][CH3:26])[N:12]([CH3:13])[N:11]=1)=[O:15].